From a dataset of Forward reaction prediction with 1.9M reactions from USPTO patents (1976-2016). Predict the product of the given reaction. (1) Given the reactants [CH3:1][C:2]1[CH:7]=[CH:6][C:5]([S:8]([O:11][CH2:12][CH:13]2[CH2:17][C:16]3[CH:18]=[CH:19][CH:20]=[C:21](Br)[C:15]=3[O:14]2)(=[O:10])=[O:9])=[CH:4][CH:3]=1.[O:23]([C:25]1[C:30]([O:31][CH3:32])=[CH:29][CH:28]=[CH:27][C:26]=1B(O)O)[CH3:24], predict the reaction product. The product is: [CH3:1][C:2]1[CH:7]=[CH:6][C:5]([S:8]([O:11][CH2:12][CH:13]2[CH2:17][C:16]3[CH:18]=[CH:19][CH:20]=[C:21]([C:29]4[CH:28]=[CH:27][CH:26]=[C:25]([O:23][CH3:24])[C:30]=4[O:31][CH3:32])[C:15]=3[O:14]2)(=[O:10])=[O:9])=[CH:4][CH:3]=1. (2) The product is: [CH:23]([N:18]1[C@@H:19]([CH3:22])[CH2:20][CH2:21][N:16]2[C:15](=[O:27])[N:14]=[C:13]([O:11][CH2:10][C:3]3[CH:4]=[C:5]([F:9])[C:6]([F:8])=[CH:7][C:2]=3[F:1])[CH:26]=[C:17]12)([CH3:24])[CH3:25]. Given the reactants [F:1][C:2]1[CH:7]=[C:6]([F:8])[C:5]([F:9])=[CH:4][C:3]=1[CH2:10][OH:11].Cl[C:13]1[CH:26]=[C:17]2[N:18]([CH:23]([CH3:25])[CH3:24])[C@@H:19]([CH3:22])[CH2:20][CH2:21][N:16]2[C:15](=[O:27])[N:14]=1, predict the reaction product. (3) The product is: [CH2:38]([O:37][C:35]([C:34]1[N:32]=[CH:33][N:6]2[C:7]=1[CH:8]([CH3:17])[N:9]=[C:10]([C:11]1[CH:16]=[CH:15][CH:14]=[CH:13][CH:12]=1)[C:4]1[CH:3]=[C:2]([Br:1])[CH:20]=[CH:19][C:5]2=1)=[O:36])[CH3:39]. Given the reactants [Br:1][C:2]1[CH:20]=[CH:19][C:5]2[NH:6][C:7](=O)[CH:8]([CH3:17])[N:9]=[C:10]([C:11]3[CH:16]=[CH:15][CH:14]=[CH:13][CH:12]=3)[C:4]=2[CH:3]=1.[H-].[Na+].P(Cl)(OCC)(OCC)=O.[N+:32]([CH2:34][C:35]([O:37][CH2:38][CH3:39])=[O:36])#[C-:33].[H-].[Na+].C1COCC1, predict the reaction product. (4) Given the reactants [CH3:1][O:2][C:3]1[CH:4]=[C:5]([NH:15][C:16]([NH2:18])=[S:17])[CH:6]=[CH:7][C:8]=1[N:9]1[CH:13]=[C:12]([CH3:14])[N:11]=[CH:10]1.Br[CH:20]1[C:25](=O)[CH:24]([C:27]2[CH:32]=[C:31]([F:33])[CH:30]=[CH:29][C:28]=2[F:34])[CH2:23][CH2:22][CH2:21]1, predict the reaction product. The product is: [F:34][C:28]1[CH:29]=[CH:30][C:31]([F:33])=[CH:32][C:27]=1[CH:24]1[C:23]2[N:18]=[C:16]([NH:15][C:5]3[CH:6]=[CH:7][C:8]([N:9]4[CH:13]=[C:12]([CH3:14])[N:11]=[CH:10]4)=[C:3]([O:2][CH3:1])[CH:4]=3)[S:17][C:22]=2[CH2:21][CH2:20][CH2:25]1.